This data is from Forward reaction prediction with 1.9M reactions from USPTO patents (1976-2016). The task is: Predict the product of the given reaction. (1) Given the reactants [S:1]1[CH:5]=[CH:4][CH:3]=[C:2]1[CH:6]=O.[CH3:8][O:9][CH2:10][CH2:11][NH2:12].[C:13]1(=[O:24])[O:19][C:17](=O)[C:16]2=[CH:20][CH:21]=[CH:22][CH:23]=[C:15]2[CH2:14]1.[NH2:25][C:26]1[CH:27]=[CH:28][C:29]([CH3:37])=[C:30]([NH:32][S:33]([CH3:36])(=[O:35])=[O:34])[CH:31]=1, predict the reaction product. The product is: [CH3:8][O:9][CH2:10][CH2:11][N:12]1[CH:6]([C:2]2[S:1][CH:5]=[CH:4][CH:3]=2)[CH:14]([C:13]([NH:25][C:26]2[CH:27]=[CH:28][C:29]([CH3:37])=[C:30]([NH:32][S:33]([CH3:36])(=[O:35])=[O:34])[CH:31]=2)=[O:24])[C:15]2[C:16](=[CH:20][CH:21]=[CH:22][CH:23]=2)[C:17]1=[O:19]. (2) Given the reactants [NH2:1][C:2]1[C:3]([Cl:22])=[CH:4][C:5]([F:21])=[C:6]([N:8]2[C:13](=[O:14])[CH:12]=[C:11]([C:15]([F:18])([F:17])[F:16])[N:10]([CH3:19])[C:9]2=[O:20])[CH:7]=1.O1CCCC1.C(O)C.[N:31]([CH2:34][C:35]([O:37][CH2:38][CH3:39])=[O:36])=[C:32]=[S:33], predict the reaction product. The product is: [Cl:22][C:3]1[CH:4]=[C:5]([F:21])[C:6]([N:8]2[C:13](=[O:14])[CH:12]=[C:11]([C:15]([F:18])([F:17])[F:16])[N:10]([CH3:19])[C:9]2=[O:20])=[CH:7][C:2]=1[NH:1][C:32]([NH:31][CH2:34][C:35]([O:37][CH2:38][CH3:39])=[O:36])=[S:33]. (3) Given the reactants [OH:1]S(O)(=O)=O.[F:6][C:7]1[CH:8]=[C:9]([C:14]2[C:23]3[C:18](=[CH:19][CH:20]=[CH:21][CH:22]=3)[C:17](=[O:24])[N:16]([CH3:25])[C:15]=2[CH:26]([O:29][Si](C)(C)C)[C:27]#N)[CH:10]=[CH:11][C:12]=1[F:13].[CH3:34][OH:35], predict the reaction product. The product is: [CH3:34][O:35][C:27](=[O:1])[CH:26]([C:15]1[N:16]([CH3:25])[C:17](=[O:24])[C:18]2[C:23]([C:14]=1[C:9]1[CH:10]=[CH:11][C:12]([F:13])=[C:7]([F:6])[CH:8]=1)=[CH:22][CH:21]=[CH:20][CH:19]=2)[OH:29]. (4) Given the reactants [C:1]1([NH:7][C:8]2[CH:16]=[CH:15][CH:14]=[CH:13][C:9]=2[C:10]([OH:12])=O)[CH:6]=[CH:5][CH:4]=[CH:3][CH:2]=1.[C:17](OC(=O)C)(=[O:19])[CH3:18], predict the reaction product. The product is: [C:1]1([N:7]2[C:8]3[C:9](=[CH:13][CH:14]=[CH:15][CH:16]=3)[C:10](=[O:12])[CH2:18][C:17]2=[O:19])[CH:2]=[CH:3][CH:4]=[CH:5][CH:6]=1. (5) Given the reactants [C:1]([O:5][CH:6]([C:10]1[C:14]([C:15]2[CH2:20][CH2:19][C:18]([CH3:22])([CH3:21])[CH2:17][CH:16]=2)=[C:13](I)[S:12][C:11]=1[CH3:24])[C:7]([O-:9])=[O:8])([CH3:4])([CH3:3])[CH3:2].[C:25]1(/[CH:31]=[CH:32]/B(O)O)[CH:30]=[CH:29][CH:28]=[CH:27][CH:26]=1.C(=O)([O-])[O-].[K+].[K+].[C:42]1(C)C=CC=C[CH:43]=1.O, predict the reaction product. The product is: [C:1]([O:5][CH:6]([C:10]1[C:14]([C:15]2[CH2:20][CH2:19][C:18]([CH3:22])([CH3:21])[CH2:17][CH:16]=2)=[C:13](/[CH:32]=[CH:31]/[C:25]2[CH:30]=[CH:29][CH:28]=[CH:27][CH:26]=2)[S:12][C:11]=1[CH3:24])[C:7]([O:9][CH2:42][CH3:43])=[O:8])([CH3:4])([CH3:3])[CH3:2]. (6) Given the reactants C(C1[CH:15]=[CH:14][C:6]([C:7]([N:9]([CH2:12][CH3:13])[CH2:10][CH3:11])=[O:8])=[C:5]([F:16])[CH:4]=1)#N.C1COCC1.CO.[OH-].[Na+].CC[O:28][C:29]([CH3:31])=[O:30], predict the reaction product. The product is: [CH2:12]([N:9]([CH2:10][CH3:11])[C:7]([C:6]1[CH:14]=[CH:15][C:31]([C:29]([OH:28])=[O:30])=[CH:4][C:5]=1[F:16])=[O:8])[CH3:13].